This data is from Experimentally validated miRNA-target interactions with 360,000+ pairs, plus equal number of negative samples. The task is: Binary Classification. Given a miRNA mature sequence and a target amino acid sequence, predict their likelihood of interaction. (1) Result: 0 (no interaction). The protein sequence of the target gene is MNDMNLSPVGMEQLSSSSVSNALPVSGSHLGLAASPSHSAIPAPGLPVAIPNLGPSLSSLPSALSLMLPVGIGDRGVMCGLPERNYTLPPPPYPHLESSYFRTILPGILSYLADRPPPQYIHPNSINVDGNTALSITNNPSALDPYQANGNVGLELGIVSIDSRSVNTHGAQSLHPNDGHEVALDTTITMENVSRVTSPISTDGMAEELTMDGVTGEHPQIPNGSRSHEPLSVDSVSNSLTAEAVGHGGVIPIHGNGLELPVVMETDHIANRVNGMSDSTLSDSIHTVAMSTNSVSVALS.... The miRNA is hsa-miR-4766-3p with sequence AUAGCAAUUGCUCUUUUGGAA. (2) The miRNA is hsa-miR-6812-3p with sequence CCGCUCUUCCCCUGACCCCAG. The protein sequence of the target gene is MSATNNIAQARKLVEQLRIEAGIERIKVSKAASDLMSYCEQHARNDPLLVGVPASENPFKDKKPCIIL. Result: 0 (no interaction). (3) The miRNA is hsa-miR-4282 with sequence UAAAAUUUGCAUCCAGGA. The protein sequence of the target gene is MLAARTGAAGSQISEENTKLRRQSGFSVAGKDKSPKKASENAKDSSLSPSGESQLRARQLALLREVEMNWYLKLCDLSSEHTTVCTTGMPHRNLGKSGLRVSCLGLGTWVTFGGQISDEVAERLMTIAYESGVNLFDTAEVYAAGKAEVILGSIIKKKGWRRSSLVITTKLYWGGKAETERGLSRKHIIEGLKGSLQRLQLEYVDVVFANRPDSNTPMEEIVRAMTHVINQGMAMYWGTSRWSAMEIMEAYSVARQFNMIPPVCEQAEYHLFQREKVEVQLPELYHKIGVGAMTWSPLAC.... Result: 1 (interaction). (4) The miRNA is hsa-miR-6864-5p with sequence UUGAAGGGACAAGUCAGAUAUGCC. The protein sequence of the target gene is MDVFSFVKIAKLSSHRTKSSGWPPPSGTWGLSQVPPYGWEMTANRDGRDYFINHMTQAIPFDDPRLESCQIIPPAPRKVEMRRDPVLGFGFVAGSEKPVVVRSVTPGGPSEGKLIPGDQIVMINDEPVSAAPRERVIDLVRSCKESILLTVIQPYPSPKSAFISAAKKARLKSNPVKVRFSEEVIINGQVSETVKDNSLLFMPNVLKVYLENGQTKSFRFDCSTSIKDVILTLQEKLSIKGIEHFSLMLEQRTEGAGTKLLLLHEQETLTQVTQRPSSHKMRCLFRISFVPKDPIDLLRR.... Result: 1 (interaction). (5) The miRNA is dre-miR-10a-5p with sequence UACCCUGUAGAUCCGAAUUUGU. The protein sequence of the target gene is MAVAFYIPDQATLLREAEQKEQQILRLRESQWRFLATVVLETLRQYTSCHPKTGRKSGKYRKPSQ. Result: 0 (no interaction). (6) The miRNA is bmo-miR-281-3p with sequence ACUGUCAUGGAGUUGCUCUCUU. The protein sequence of the target gene is MGSPWNGSDGPEGAREPPWPALPPCDERRCSPFPLGALVPVTAVCLCLFVVGVSGNVVTVMLIGRYRDMRTTTNLYLGSMAVSDLLILLGLPFDLYRLWRSRPWVFGPLLCRLSLYVGEGCTYATLLHMTALSVERYLAICRPLRARVLVTRRRVRALIAVLWAVALLSAGPFLFLVGVEQDPGISVVPGLNGTARIASSPLASSPPLWLSRAPPPSPPSGPETAEAAALFSRECRPSPAQLGALRVMLWVTTAYFFLPFLCLSILYGLIGRELWSSRRPLRGPAASGRERGHRQTVRVL.... Result: 0 (no interaction). (7) The miRNA is hsa-miR-519a-5p with sequence CUCUAGAGGGAAGCGCUUUCUG. The protein sequence of the target gene is MEDSYKDRTSLMKGAKDIAREVKKQTVKKVNQAVDRAQDEYTQRSYSRFQDEEDDDDYYPAGETYNGEANDDEGSSEATEGHDEDDEIYEGEYQGIPSMNQAKDSIVSVGQPKGDEYKDRRELESERRADEEELAQQYELIIQECGHGRFQWALFFVLGMALMADGVEVFVVGFVLPSAETDLCIPNSGSGWLGSIVYLGMMVGAFFWGGLADKVGRKQSLLICMSVNGFFAFLSSFVQGYGFFLFCRLLSGFGIGGAIPTVFSYFAEVLAREKRGEHLSWLCMFWMIGGIYASAMAWAI.... Result: 1 (interaction). (8) The miRNA is mmu-miR-1894-3p with sequence GCAAGGGAGAGGGUGAAGGGAG. The protein sequence of the target gene is MGIAESTPDELPSDAEEQLRSGDQQLELSGRRLRRLPSAVCALSRLQKLYVSGTGLRELPEEIEELRELRILALDFNKLERLPDGLCRLPRLTRLYLGGNRLLALPADFAQLQSLRCLWIEGNFLRRFPRPLLRLVALQSLQMGDNRLRALPAELPRMTGLRGLWLYGNRFEEFPPALLRMGRLHILDLDRNRLGGFPDLHPLRALRVFSYDHNPVTGPPRVADTVFLVGEGAVERMAERDEPTPRPPPRRPARAFEDEEEEDLLIGGAGSRALGAPGGSFRALEAAPGLGT. Result: 0 (no interaction).